Dataset: Reaction yield outcomes from USPTO patents with 853,638 reactions. Task: Predict the reaction yield, written as a fraction of the theoretical maximum amount of product (1.0 means a 100% yield; for example, 0.34 means a 34% yield). (1) The product is [F:26][C:25]1[CH:24]=[CH:23][CH:22]=[C:21]([F:27])[C:20]=1[C:7]1[CH:6]=[CH:5][C:4]([C:1]([NH2:2])=[O:3])=[C:16]2[C:8]=1[C:9]1[CH2:10][CH2:11][CH:12]([C:17]([N:38]([O:39][CH3:40])[CH3:37])=[O:18])[CH2:13][C:14]=1[NH:15]2. The reactants are [C:1]([C:4]1[CH:5]=[CH:6][C:7]([C:20]2[C:25]([F:26])=[CH:24][CH:23]=[CH:22][C:21]=2[F:27])=[C:8]2[C:16]=1[NH:15][C:14]1[CH2:13][CH:12]([C:17](O)=[O:18])[CH2:11][CH2:10][C:9]2=1)(=[O:3])[NH2:2].ClC(OCC(C)C)=O.Cl.[CH3:37][NH:38][O:39][CH3:40]. The yield is 0.930. The catalyst is C1COCC1.O.C(Cl)Cl. (2) The reactants are P(Cl)(Cl)(Cl)=O.[Br:6][C:7]1[CH:12]=[C:11]([O:13][CH3:14])[CH:10]=[C:9]([O:15][CH3:16])[CH:8]=1.CN([CH:20]=[O:21])C. No catalyst specified. The product is [Br:6][C:7]1[CH:8]=[C:9]([O:15][CH3:16])[CH:10]=[C:11]([O:13][CH3:14])[C:12]=1[CH:20]=[O:21]. The yield is 0.840. (3) The reactants are [C:1]([C:3]1[CH:8]=[CH:7][C:6]([N:9]2[C:13]([CH2:14][N:15]([CH3:26])[CH2:16][CH2:17][NH:18]C(=O)OC(C)(C)C)=[CH:12][N:11]=[CH:10]2)=[CH:5][CH:4]=1)#[N:2].[F:27][C:28]([F:33])([F:32])[C:29]([OH:31])=[O:30]. The catalyst is ClCCl. The product is [F:27][C:28]([F:33])([F:32])[C:29]([OH:31])=[O:30].[NH2:18][CH2:17][CH2:16][N:15]([CH2:14][C:13]1[N:9]([C:6]2[CH:5]=[CH:4][C:3]([C:1]#[N:2])=[CH:8][CH:7]=2)[CH:10]=[N:11][CH:12]=1)[CH3:26]. The yield is 0.390. (4) The reactants are Br[C:2]1[CH:7]=[CH:6][C:5]([F:8])=[CH:4][C:3]=1[N:9]1[C:13](=[O:14])[N:12]([CH3:15])[CH:11]=[N:10]1.[C:16]([Cu])#[N:17]. The catalyst is CN1C(=O)CCC1. The product is [F:8][C:5]1[CH:6]=[CH:7][C:2]([C:16]#[N:17])=[C:3]([N:9]2[C:13](=[O:14])[N:12]([CH3:15])[CH:11]=[N:10]2)[CH:4]=1. The yield is 0.790. (5) The reactants are [F:1][C:2]([F:33])([F:32])[C:3]1[CH:4]=[C:5]([C:13]2([C:28]([F:31])([F:30])[F:29])[O:17][N:16]=[C:15]([C:18]3[CH:23]=[CH:22][C:21](F)=[C:20]([N+:25]([O-:27])=[O:26])[CH:19]=3)[CH2:14]2)[CH:6]=[C:7]([C:9]([F:12])([F:11])[F:10])[CH:8]=1.[NH:34]1[CH:38]=[N:37][N:36]=[N:35]1.C(=O)([O-])[O-].[K+].[K+].O. The catalyst is CN(C=O)C.C(OCC)(=O)C. The product is [F:33][C:2]([F:1])([F:32])[C:3]1[CH:4]=[C:5]([C:13]2([C:28]([F:29])([F:30])[F:31])[O:17][N:16]=[C:15]([C:18]3[CH:23]=[CH:22][C:21]([N:34]4[CH:38]=[N:37][NH:36][NH:35]4)=[C:20]([N+:25]([O-:27])=[O:26])[CH:19]=3)[CH2:14]2)[CH:6]=[C:7]([C:9]([F:10])([F:12])[F:11])[CH:8]=1.[F:33][C:2]([F:1])([F:32])[C:3]1[CH:4]=[C:5]([C:13]2([C:28]([F:29])([F:30])[F:31])[O:17][N:16]=[C:15]([C:18]3[CH:23]=[CH:22][C:21]([N:34]4[CH:38]=[N:37][N:36]=[N:35]4)=[C:20]([N+:25]([O-:27])=[O:26])[CH:19]=3)[CH2:14]2)[CH:6]=[C:7]([C:9]([F:10])([F:12])[F:11])[CH:8]=1. The yield is 0.130. (6) The reactants are [CH:1]1([Mg]Br)[CH2:3][CH2:2]1.Br[C:7]1[CH:8]=[C:9]([CH:12]=[CH:13][C:14]=1[F:15])[CH:10]=[O:11]. The catalyst is C1COCC1.[Cl-].[Zn+2].[Cl-].CC(C)([P](C(C)(C)C)([Pd][P](C(C)(C)C)(C(C)(C)C)C(C)(C)C)C(C)(C)C)C. The product is [CH:1]1([C:7]2[CH:8]=[C:9]([CH:12]=[CH:13][C:14]=2[F:15])[CH:10]=[O:11])[CH2:3][CH2:2]1. The yield is 0.495.